Dataset: Reaction yield outcomes from USPTO patents with 853,638 reactions. Task: Predict the reaction yield, written as a fraction of the theoretical maximum amount of product (1.0 means a 100% yield; for example, 0.34 means a 34% yield). The reactants are Cl.COC1C=C(C=C(OC)C=1OCCC)CC1C2C=CC3N(CC)C(=O)OC=3C=2C=NC=1.ON1C(=O)C2=CC=CC=C2C1=O.[O-][Cl:46]=O.[Na+].[CH3:49][O:50][C:51]1[CH:52]=[C:53]([CH:72]=[C:73]([O:79][CH3:80])[C:74]=1[O:75][CH2:76][CH2:77][CH3:78])[C:54]([C:56]1[C:65]2[CH:64]=[CH:63][C:62]3[N:66]([CH2:70][CH3:71])[C:67](=[O:69])[O:68][C:61]=3[C:60]=2[CH:59]=[N:58][CH:57]=1)=[O:55].Cl. The catalyst is CC#N.CCOCC.CO.O. The product is [ClH:46].[CH3:49][O:50][C:51]1[CH:52]=[C:53]([CH:72]=[C:73]([O:79][CH3:80])[C:74]=1[O:75][CH2:76][CH2:77][CH3:78])[C:54]([C:56]1[C:65]2[CH:64]=[CH:63][C:62]3[N:66]([CH2:70][CH3:71])[C:67](=[O:69])[O:68][C:61]=3[C:60]=2[CH:59]=[N:58][CH:57]=1)=[O:55]. The yield is 0.410.